From a dataset of Forward reaction prediction with 1.9M reactions from USPTO patents (1976-2016). Predict the product of the given reaction. Given the reactants [CH3:1][O:2][C:3]1[CH:4]=[C:5]([CH:14]=[CH:15][CH:16]=1)[C:6]([CH:8]1[CH2:13][CH2:12][NH:11][CH2:10][CH2:9]1)=[O:7].C(N(CC)CC)C.[O:24]1[CH:28]=[CH:27][CH:26]=[C:25]1[C:29](Cl)=[O:30], predict the reaction product. The product is: [O:24]1[CH:28]=[CH:27][CH:26]=[C:25]1[C:29]([N:11]1[CH2:12][CH2:13][CH:8]([C:6](=[O:7])[C:5]2[CH:14]=[CH:15][CH:16]=[C:3]([O:2][CH3:1])[CH:4]=2)[CH2:9][CH2:10]1)=[O:30].